Task: Predict the reaction yield, written as a fraction of the theoretical maximum amount of product (1.0 means a 100% yield; for example, 0.34 means a 34% yield).. Dataset: Reaction yield outcomes from USPTO patents with 853,638 reactions (1) The reactants are C(OC(=O)[NH:7][C:8]([CH3:41])([CH3:40])[CH2:9][C:10]([N:12]1[CH2:17][CH2:16][CH:15]([C:18]2[CH:23]=[CH:22][C:21]([NH:24][C:25]([C:27]3[NH:28][CH:29]=[C:30]([C:32]#[N:33])[N:31]=3)=[O:26])=[C:20]([C:34]3[CH2:39][CH2:38][CH2:37][CH2:36][CH:35]=3)[CH:19]=2)[CH2:14][CH2:13]1)=[O:11])(C)(C)C.CCO.[C:46]([OH:52])([C:48]([F:51])([F:50])[F:49])=[O:47]. The catalyst is C(Cl)Cl.C(O)CC. The product is [F:49][C:48]([F:51])([F:50])[C:46]([OH:52])=[O:47].[NH2:7][C:8]([CH3:41])([CH3:40])[CH2:9][C:10]([N:12]1[CH2:17][CH2:16][CH:15]([C:18]2[CH:23]=[CH:22][C:21]([NH:24][C:25]([C:27]3[NH:28][CH:29]=[C:30]([C:32]#[N:33])[N:31]=3)=[O:26])=[C:20]([C:34]3[CH2:39][CH2:38][CH2:37][CH2:36][CH:35]=3)[CH:19]=2)[CH2:14][CH2:13]1)=[O:11]. The yield is 0.990. (2) The reactants are [C:1](Cl)(=[O:3])[CH3:2].[CH3:5][O:6][C:7]1[CH:12]=[CH:11][CH:10]=[C:9]([O:13][CH3:14])[C:8]=1[CH3:15].Cl. The catalyst is C1C=CC=CC=1.Cl[Ti](Cl)(Cl)Cl. The product is [CH3:14][O:13][C:9]1[C:8]([CH3:15])=[C:7]([O:6][CH3:5])[CH:12]=[CH:11][C:10]=1[C:1](=[O:3])[CH3:2]. The yield is 0.950. (3) The reactants are [CH3:1][O:2][C:3]1[CH:8]=[CH:7][C:6]([C:9](=[O:11])[CH3:10])=[CH:5][CH:4]=1.[CH3:12][N:13]([CH:15](OC)OC)[CH3:14]. No catalyst specified. The product is [CH3:12][N:13]([CH3:15])/[CH:14]=[CH:10]/[C:9]([C:6]1[CH:7]=[CH:8][C:3]([O:2][CH3:1])=[CH:4][CH:5]=1)=[O:11]. The yield is 0.880. (4) The reactants are [CH3:1][O:2][C:3](=[O:36])[C@H:4]([CH2:17][C:18]1[CH:23]=[CH:22][C:21]([NH:24][C:25](=[O:35])[C@H:26]([NH2:34])[CH2:27][C:28]2[CH:29]=[N:30][CH:31]=[CH:32][CH:33]=2)=[CH:20][CH:19]=1)[NH:5][C:6]([C:8]1[C:13]([CH3:14])=[CH:12][CH:11]=[CH:10][C:9]=1[CH2:15][CH3:16])=[S:7].[CH:37](=O)[C:38]1[CH:43]=[CH:42][CH:41]=[CH:40][CH:39]=1.[C:45](OC(=O)C)(=[O:47])[CH3:46]. The catalyst is ClCCl.C(OC)(OC)OC. The product is [CH3:1][O:2][C:3](=[O:36])[C@H:4]([CH2:17][C:18]1[CH:23]=[CH:22][C:21]([N:24]2[C:25](=[O:35])[C@@H:26]([CH2:27][C:28]3[CH:29]=[N:30][CH:31]=[CH:32][CH:33]=3)[N:34]([C:45](=[O:47])[CH3:46])[C@@H:37]2[C:38]2[CH:43]=[CH:42][CH:41]=[CH:40][CH:39]=2)=[CH:20][CH:19]=1)[NH:5][C:6]([C:8]1[C:13]([CH3:14])=[CH:12][CH:11]=[CH:10][C:9]=1[CH2:15][CH3:16])=[S:7]. The yield is 0.670. (5) The reactants are [C:1]([O:5][C:6]([N:8]1[CH2:13][CH2:12][N:11]([C:14]2[CH:19]=[CH:18][C:17]([C:20]([O:22]CC)=[O:21])=[CH:16][CH:15]=2)[CH2:10][CH2:9]1)=[O:7])([CH3:4])([CH3:3])[CH3:2].[OH-].[Na+]. The catalyst is C(O)C. The product is [C:1]([O:5][C:6]([N:8]1[CH2:13][CH2:12][N:11]([C:14]2[CH:15]=[CH:16][C:17]([C:20]([OH:22])=[O:21])=[CH:18][CH:19]=2)[CH2:10][CH2:9]1)=[O:7])([CH3:4])([CH3:2])[CH3:3]. The yield is 0.870. (6) The reactants are [F:1][C:2]1[CH:15]=[C:14]([N+:16]([O-:18])=[O:17])[CH:13]=[CH:12][C:3]=1[O:4][C:5]1[N:10]=[CH:9][N:8]=[C:7]([NH2:11])[CH:6]=1.[CH2:19]([N:21]([CH2:24][CH3:25])[CH2:22]C)[CH3:20].ClC(OC1C=CC=CC=1)=[O:28].N1CCCC1. The catalyst is O1CCCC1.[Cl-].[NH4+].ClCCl. The product is [F:1][C:2]1[CH:15]=[C:14]([N+:16]([O-:18])=[O:17])[CH:13]=[CH:12][C:3]=1[O:4][C:5]1[N:10]=[CH:9][N:8]=[C:7]([NH:11][C:22]([N:21]2[CH2:24][CH2:25][CH2:20][CH2:19]2)=[O:28])[CH:6]=1. The yield is 0.430. (7) The reactants are [NH2:1][C:2]1[CH:10]=[CH:9][C:8]([Br:11])=[CH:7][C:3]=1C(O)=O.[CH3:12][Mg]Br.CC[O:17][CH2:18][CH3:19].Cl.[OH-].[Na+]. The catalyst is C1COCC1.C(OCC)(=O)C. The product is [NH2:1][C:2]1[CH:10]=[CH:9][C:8]([Br:11])=[CH:7][C:3]=1[C:18]([OH:17])([CH3:19])[CH3:12]. The yield is 0.570.